Dataset: Catalyst prediction with 721,799 reactions and 888 catalyst types from USPTO. Task: Predict which catalyst facilitates the given reaction. (1) Reactant: [O:1]1[C:5]2[CH:6]=[CH:7][C:8]([CH2:10][N:11]([C:25]3[C:30]([Cl:31])=[CH:29][C:28]([C:32]([F:35])([F:34])[F:33])=[CH:27][N:26]=3)[S:12]([C:15]3[CH:24]=[CH:23][C:18]([C:19]([O:21]C)=[O:20])=[CH:17][CH:16]=3)(=[O:14])=[O:13])=[CH:9][C:4]=2[CH:3]=[CH:2]1.[OH-].[Na+].Cl. Product: [O:1]1[C:5]2[CH:6]=[CH:7][C:8]([CH2:10][N:11]([C:25]3[C:30]([Cl:31])=[CH:29][C:28]([C:32]([F:33])([F:35])[F:34])=[CH:27][N:26]=3)[S:12]([C:15]3[CH:24]=[CH:23][C:18]([C:19]([OH:21])=[O:20])=[CH:17][CH:16]=3)(=[O:14])=[O:13])=[CH:9][C:4]=2[CH:3]=[CH:2]1. The catalyst class is: 1. (2) Reactant: [CH3:1][NH:2][CH2:3][CH2:4][OH:5].[CH2:6]=O.[CH3:8][O:9][C:10]1[CH:18]=[C:17]2[C:13]([CH:14]=[CH:15][N:16]2[S:19]([C:22]2[CH:27]=[CH:26][CH:25]=[CH:24][CH:23]=2)(=[O:21])=[O:20])=[CH:12][C:11]=1[OH:28]. Product: [OH:5][CH2:4][CH2:3][N:2]([CH2:6][C:12]1[C:11]([OH:28])=[C:10]([O:9][CH3:8])[CH:18]=[C:17]2[C:13]=1[CH:14]=[CH:15][N:16]2[S:19]([C:22]1[CH:27]=[CH:26][CH:25]=[CH:24][CH:23]=1)(=[O:21])=[O:20])[CH3:1]. The catalyst class is: 14. (3) Reactant: C1COCC1.[CH:6]1([CH2:10][N:11]2[C:16](=[O:17])[C:15]([C:18]3[NH:23][C:22]4[CH:24]=[CH:25][C:26]([N+:28]([O-])=O)=[CH:27][C:21]=4[S:20](=[O:32])(=[O:31])[N:19]=3)=[C:14]([OH:33])[C:13]([C:34]3[S:35][CH:36]=[CH:37][CH:38]=3)=[N:12]2)[CH2:9][CH2:8][CH2:7]1.NN. Product: [NH2:28][C:26]1[CH:25]=[CH:24][C:22]2[NH:23][C:18]([C:15]3[C:16](=[O:17])[N:11]([CH2:10][CH:6]4[CH2:7][CH2:8][CH2:9]4)[N:12]=[C:13]([C:34]4[S:35][CH:36]=[CH:37][CH:38]=4)[C:14]=3[OH:33])=[N:19][S:20](=[O:31])(=[O:32])[C:21]=2[CH:27]=1. The catalyst class is: 227. (4) Reactant: C(N(CC)CC)C.CN(C)CCCN=C=NCC.ON1C2C=CC=CC=2N=N1.[F:29][C:30]1[CH:35]=[CH:34][C:33]([CH2:36][C:37]([OH:39])=O)=[CH:32][CH:31]=1.[CH:40]1[C:48]2[C:47]3[CH2:49][CH2:50][CH2:51][CH2:52][CH2:53][C:46]=3[O:45][C:44]=2[CH:43]=[CH:42][C:41]=1[NH2:54]. Product: [F:29][C:30]1[CH:31]=[CH:32][C:33]([CH2:36][C:37]([NH:54][C:41]2[CH:42]=[CH:43][C:44]3[O:45][C:46]4[CH2:53][CH2:52][CH2:51][CH2:50][CH2:49][C:47]=4[C:48]=3[CH:40]=2)=[O:39])=[CH:34][CH:35]=1. The catalyst class is: 4.